From a dataset of Full USPTO retrosynthesis dataset with 1.9M reactions from patents (1976-2016). Predict the reactants needed to synthesize the given product. (1) Given the product [N:1]1[C:10]2[C:5](=[CH:6][C:7]([CH2:11][N:12]3[C:16]4=[N:17][C:18]([C:21]5[CH:22]=[N:23][N:24]([CH2:26][C:27]([OH:29])=[O:28])[CH:25]=5)=[CH:19][CH:20]=[C:15]4[N:14]=[N:13]3)=[CH:8][CH:9]=2)[CH:4]=[CH:3][CH:2]=1, predict the reactants needed to synthesize it. The reactants are: [N:1]1[C:10]2[C:5](=[CH:6][C:7]([CH2:11][N:12]3[C:16]4=[N:17][C:18]([C:21]5[CH:22]=[N:23][N:24]([CH2:26][C:27]([O:29]CC)=[O:28])[CH:25]=5)=[CH:19][CH:20]=[C:15]4[N:14]=[N:13]3)=[CH:8][CH:9]=2)[CH:4]=[CH:3][CH:2]=1.[OH-].[Li+].Cl. (2) Given the product [CH3:11][O:12][C:13](=[O:24])[CH2:14][CH2:15][C:16]1[CH:21]=[CH:20][C:19]([O:22][C:2]2[CH:3]=[C:4]([C:5]#[N:6])[CH:7]=[C:8]([Br:10])[CH:9]=2)=[CH:18][C:17]=1[CH3:23], predict the reactants needed to synthesize it. The reactants are: Br[C:2]1[CH:3]=[C:4]([CH:7]=[C:8]([Br:10])[CH:9]=1)[C:5]#[N:6].[CH3:11][O:12][C:13](=[O:24])[CH2:14][CH2:15][C:16]1[CH:21]=[CH:20][C:19]([OH:22])=[CH:18][C:17]=1[CH3:23].